This data is from Catalyst prediction with 721,799 reactions and 888 catalyst types from USPTO. The task is: Predict which catalyst facilitates the given reaction. (1) Reactant: [CH3:1][N:2]1[CH2:7][CH2:6][N:5]2[N:8]=[C:9]([NH2:11])[CH:10]=[C:4]2[CH2:3]1.Br[C:13]1[C:14](=[O:21])[N:15]([CH3:20])[N:16]=[C:17]([Cl:19])[CH:18]=1.C(=O)([O-])[O-].[Cs+].[Cs+].C1(P(C2C=CC=CC=2)C2C3OC4C(=CC=CC=4P(C4C=CC=CC=4)C4C=CC=CC=4)C(C)(C)C=3C=CC=2)C=CC=CC=1. Product: [Cl:19][C:17]1[CH:18]=[C:13]([NH:11][C:9]2[CH:10]=[C:4]3[CH2:3][N:2]([CH3:1])[CH2:7][CH2:6][N:5]3[N:8]=2)[C:14](=[O:21])[N:15]([CH3:20])[N:16]=1. The catalyst class is: 62. (2) Reactant: [F:1][C:2]([F:20])([F:19])[C:3]1[CH:8]=[CH:7][C:6]([C:9]2[CH:14]=[CH:13][C:12]([S:15](Cl)(=[O:17])=[O:16])=[CH:11][CH:10]=2)=[CH:5][CH:4]=1.[CH3:21][C:22]([NH2:26])([C:24]#[CH:25])[CH3:23].C(O)C(N)(CO)CO.C(=O)([O-])[O-]. Product: [CH3:21][C:22]([NH:26][S:15]([C:12]1[CH:13]=[CH:14][C:9]([C:6]2[CH:7]=[CH:8][C:3]([C:2]([F:20])([F:19])[F:1])=[CH:4][CH:5]=2)=[CH:10][CH:11]=1)(=[O:17])=[O:16])([C:24]#[CH:25])[CH3:23]. The catalyst class is: 230. (3) Reactant: [NH2:1][C:2]1[C:7]([NH2:8])=[C:6]([Cl:9])[C:5]([Cl:10])=[CH:4][N:3]=1.[N:11]1([C:17]2[CH:25]=[CH:24][C:20]([C:21](O)=O)=[CH:19][CH:18]=2)[CH2:16][CH2:15][O:14][CH2:13][CH2:12]1. Product: [Cl:10][C:5]1[C:6]([Cl:9])=[C:7]2[NH:8][C:21]([C:20]3[CH:19]=[CH:18][C:17]([N:11]4[CH2:16][CH2:15][O:14][CH2:13][CH2:12]4)=[CH:25][CH:24]=3)=[N:1][C:2]2=[N:3][CH:4]=1. The catalyst class is: 265. (4) The catalyst class is: 176. Product: [N+:14]([C:4]1[CH:5]=[C:6]([C:8]2[CH:9]=[N:10][CH:11]=[CH:12][CH:13]=2)[CH:7]=[C:2]([C:9]2[CH:8]=[CH:13][CH:12]=[CH:11][N:10]=2)[C:3]=1[NH2:17])([O-:16])=[O:15]. Reactant: Br[C:2]1[CH:7]=[C:6]([C:8]2[CH:9]=[N:10][CH:11]=[CH:12][CH:13]=2)[CH:5]=[C:4]([N+:14]([O-:16])=[O:15])[C:3]=1[NH2:17].[Br-]. (5) Reactant: [C:1]([O:5][C:6](=[O:30])[NH:7][C:8]1([C:12]2[CH:17]=[CH:16][C:15]([C:18]3[O:19][C:20]4[C:25]([C:26](=[O:29])[C:27]=3I)=[CH:24][CH:23]=[CH:22][CH:21]=4)=[CH:14][CH:13]=2)[CH2:11][CH2:10][CH2:9]1)([CH3:4])([CH3:3])[CH3:2].[C:31]1(B(O)O)[CH:36]=[CH:35][CH:34]=[CH:33][CH:32]=1.C(=O)([O-])[O-].[Na+].[Na+]. Product: [C:1]([O:5][C:6](=[O:30])[NH:7][C:8]1([C:12]2[CH:17]=[CH:16][C:15]([C:18]3[O:19][C:20]4[C:25]([C:26](=[O:29])[C:27]=3[C:31]3[CH:36]=[CH:35][CH:34]=[CH:33][CH:32]=3)=[CH:24][CH:23]=[CH:22][CH:21]=4)=[CH:14][CH:13]=2)[CH2:11][CH2:10][CH2:9]1)([CH3:4])([CH3:3])[CH3:2]. The catalyst class is: 108. (6) Reactant: [C:1]([NH:8][CH2:9][C:10]1[S:11][CH:12]=[C:13]([C:15]([NH2:17])=O)[N:14]=1)([O:3][C:4]([CH3:7])([CH3:6])[CH3:5])=[O:2].C(N(CC)CC)C.C(OC(=O)C)(=O)C. Product: [C:1]([NH:8][CH2:9][C:10]1[S:11][CH:12]=[C:13]([C:15]#[N:17])[N:14]=1)([O:3][C:4]([CH3:6])([CH3:7])[CH3:5])=[O:2]. The catalyst class is: 4. (7) Reactant: [OH-].[Na+].[CH3:3][CH:4]([CH3:18])[C:5](=[O:17])[CH:6](C(=O)C)[C:7]([O:9][CH2:10][CH2:11][CH2:12][CH3:13])=[O:8].Cl.C(OCC)C. Product: [CH3:18][CH:4]([CH3:3])[C:5](=[O:17])[CH2:6][C:7]([O:9][CH2:10][CH2:11][CH2:12][CH3:13])=[O:8]. The catalyst class is: 8.